Task: Predict the reactants needed to synthesize the given product.. Dataset: Full USPTO retrosynthesis dataset with 1.9M reactions from patents (1976-2016) Given the product [N+:8]([C:5]1[CH:4]=[N:3][C:2]([NH:1][C:17](=[O:19])[CH3:18])=[N:7][CH:6]=1)([O-:10])=[O:9], predict the reactants needed to synthesize it. The reactants are: [NH2:1][C:2]1[N:7]=[CH:6][C:5]([N+:8]([O-:10])=[O:9])=[CH:4][N:3]=1.N1C=CC=CC=1.[C:17](Cl)(=[O:19])[CH3:18].